From a dataset of Full USPTO retrosynthesis dataset with 1.9M reactions from patents (1976-2016). Predict the reactants needed to synthesize the given product. (1) Given the product [ClH:27].[ClH:27].[NH2:1][C@@H:2]([CH2:17][CH2:18][CH2:19][NH:20][C:21](=[NH:26])[NH:22][N+:23]([O-:25])=[O:24])[C:3]([N:5]1[CH2:10][CH2:9][C@@H:8]([CH3:11])[CH2:7][C@@H:6]1[C:12]([O:14][CH2:15][CH3:16])=[O:13])=[O:4], predict the reactants needed to synthesize it. The reactants are: [NH2:1][C@@H:2]([CH2:17][CH2:18][CH2:19][NH:20][C:21](=[NH:26])[NH:22][N+:23]([O-:25])=[O:24])[C:3]([N:5]1[CH2:10][CH2:9][C@@H:8]([CH3:11])[CH2:7][C@@H:6]1[C:12]([O:14][CH2:15][CH3:16])=[O:13])=[O:4].[ClH:27]. (2) Given the product [C:36]([C@H:32]1[CH2:33][CH2:34][CH2:35][C@H:30]([O:8][C:1](=[O:9])[C:2]2[CH:7]=[CH:6][CH:5]=[CH:4][CH:3]=2)[CH2:31]1)#[N:37], predict the reactants needed to synthesize it. The reactants are: [C:1]([OH:9])(=[O:8])[C:2]1[CH:7]=[CH:6][CH:5]=[CH:4][CH:3]=1.C1(P(C2C=CC=CC=2)C2C=CC=CC=2)C=CC=CC=1.O[C@@H:30]1[CH2:35][CH2:34][CH2:33][C@H:32]([C:36]#[N:37])[CH2:31]1.N(C(OCC)=O)=NC(OCC)=O. (3) Given the product [OH:1][C@H:2]([C@H:10]1[O:15][CH2:14][CH2:13][N:12]([C:16]2[CH:21]=[CH:20][C:19]([CH3:22])=[CH:18][CH:17]=2)[C:11]1=[O:23])[C:3]([OH:5])=[O:4], predict the reactants needed to synthesize it. The reactants are: [OH:1][C@H:2]([C@H:10]1[O:15][CH2:14][CH2:13][N:12]([C:16]2[CH:21]=[CH:20][C:19]([CH3:22])=[CH:18][CH:17]=2)[C:11]1=[O:23])[C:3]([O:5]C(C)(C)C)=[O:4]. (4) Given the product [CH2:20]([O:27][C:28]1[C:37]([C:2]2[N:7]=[N:6][C:5]([N:8]([CH3:19])[CH:9]3[CH2:14][C:13]([CH3:16])([CH3:15])[NH:12][C:11]([CH3:18])([CH3:17])[CH2:10]3)=[CH:4][CH:3]=2)=[C:36]2[C:31]([CH:32]=[CH:33][CH:34]=[N:35]2)=[CH:30][CH:29]=1)[C:21]1[CH:22]=[CH:23][CH:24]=[CH:25][CH:26]=1, predict the reactants needed to synthesize it. The reactants are: Cl[C:2]1[N:7]=[N:6][C:5]([N:8]([CH3:19])[CH:9]2[CH2:14][C:13]([CH3:16])([CH3:15])[NH:12][C:11]([CH3:18])([CH3:17])[CH2:10]2)=[CH:4][CH:3]=1.[CH2:20]([O:27][C:28]1[C:37](B(O)O)=[C:36]2[C:31]([CH:32]=[CH:33][CH:34]=[N:35]2)=[CH:30][CH:29]=1)[C:21]1[CH:26]=[CH:25][CH:24]=[CH:23][CH:22]=1.C(=O)([O-])[O-].[Na+].[Na+].Cl. (5) Given the product [NH2:14][C@@:8]([C:6]1[CH:7]=[C:2]([Br:1])[CH:3]=[CH:4][C:5]=1[F:21])([CH3:13])[C:9]([CH3:10])([OH:12])[CH3:11], predict the reactants needed to synthesize it. The reactants are: [Br:1][C:2]1[CH:3]=[CH:4][C:5]([F:21])=[C:6]([C@:8]([NH:14][S@](C(C)(C)C)=O)([CH3:13])[C:9]([OH:12])([CH3:11])[CH3:10])[CH:7]=1.Cl. (6) Given the product [CH:16]1([N:8]2[C:6]3[N:7]=[C:2]([NH:23][C:24]4[N:29]=[CH:28][C:27]([N:30]5[C:34](=[O:35])[C@@H:33]6[CH2:36][N:37]([C:39]([O:41][C:42]([CH3:45])([CH3:44])[CH3:43])=[O:40])[CH2:38][C@@H:32]6[CH2:31]5)=[CH:26][CH:25]=4)[N:3]=[CH:4][C:5]=3[CH:10]=[C:9]2[C:11](=[O:12])[N:13]([CH3:15])[CH3:14])[CH2:22][CH2:21][CH2:20][CH2:19][CH2:18][CH2:17]1, predict the reactants needed to synthesize it. The reactants are: Cl[C:2]1[N:3]=[CH:4][C:5]2[CH:10]=[C:9]([C:11]([N:13]([CH3:15])[CH3:14])=[O:12])[N:8]([CH:16]3[CH2:22][CH2:21][CH2:20][CH2:19][CH2:18][CH2:17]3)[C:6]=2[N:7]=1.[NH2:23][C:24]1[N:29]=[CH:28][C:27]([N:30]2[C:34](=[O:35])[C@@H:33]3[CH2:36][N:37]([C:39]([O:41][C:42]([CH3:45])([CH3:44])[CH3:43])=[O:40])[CH2:38][C@@H:32]3[CH2:31]2)=[CH:26][CH:25]=1. (7) The reactants are: [C:1]([C:3]1[CH:8]=[CH:7][C:6]([N:9]2[C@@H:13]([C:14](OC)=[O:15])[CH2:12][N:11]([CH3:18])[C:10]2=[O:19])=[CH:5][C:4]=1[C:20]([F:23])([F:22])[F:21])#[N:2].[BH4-].[Na+]. Given the product [F:23][C:20]([F:21])([F:22])[C:4]1[CH:5]=[C:6]([N:9]2[C@@H:13]([CH2:14][OH:15])[CH2:12][N:11]([CH3:18])[C:10]2=[O:19])[CH:7]=[CH:8][C:3]=1[C:1]#[N:2], predict the reactants needed to synthesize it. (8) The reactants are: [CH3:1][O:2][C:3]1[N:8]=[CH:7][C:6]([N:9]([CH2:20][C:21]([OH:23])=O)[S:10]([C:13]2[C:14]([CH3:19])=[CH:15][CH:16]=[CH:17][CH:18]=2)(=[O:12])=[O:11])=[CH:5][CH:4]=1.[CH2:24]([NH:26][CH2:27][C:28]1[CH:33]=[CH:32][CH:31]=[CH:30][N:29]=1)[CH3:25]. Given the product [CH2:24]([N:26]([CH2:27][C:28]1[CH:33]=[CH:32][CH:31]=[CH:30][N:29]=1)[C:21](=[O:23])[CH2:20][N:9]([C:6]1[CH:7]=[N:8][C:3]([O:2][CH3:1])=[CH:4][CH:5]=1)[S:10]([C:13]1[C:14]([CH3:19])=[CH:15][CH:16]=[CH:17][CH:18]=1)(=[O:11])=[O:12])[CH3:25], predict the reactants needed to synthesize it. (9) Given the product [N+:24]([C:7]1[CH:6]=[C:5]2[C:10](=[CH:9][CH:8]=1)[N:1]=[CH:2][N:3]=[CH:4]2)([O-:26])=[O:25], predict the reactants needed to synthesize it. The reactants are: [N:1]1[C:10]2[C:5](=[CH:6][CH:7]=[CH:8][CH:9]=2)[CH:4]=[N:3][CH:2]=1.S(=O)(=O)(O)O.[OH-].[K+].C([O-])([O-])=O.[K+].[K+].[N+:24]([O-])([OH:26])=[O:25].